This data is from Peptide-MHC class I binding affinity with 185,985 pairs from IEDB/IMGT. The task is: Regression. Given a peptide amino acid sequence and an MHC pseudo amino acid sequence, predict their binding affinity value. This is MHC class I binding data. (1) The peptide sequence is KSMLKELIK. The binding affinity (normalized) is 0.516. The MHC is HLA-A03:01 with pseudo-sequence HLA-A03:01. (2) The peptide sequence is YVDRFYKTL. The MHC is HLA-A01:01 with pseudo-sequence HLA-A01:01. The binding affinity (normalized) is 0.218. (3) The peptide sequence is NKKRFFSDV. The MHC is HLA-B08:01 with pseudo-sequence HLA-B08:01. The binding affinity (normalized) is 0.161. (4) The peptide sequence is NIYSALMTL. The MHC is HLA-A02:02 with pseudo-sequence HLA-A02:02. The binding affinity (normalized) is 0.796. (5) The peptide sequence is SVFALLPPQ. The MHC is HLA-A26:01 with pseudo-sequence HLA-A26:01. The binding affinity (normalized) is 0.0847. (6) The peptide sequence is EILKINSVK. The MHC is HLA-A31:01 with pseudo-sequence HLA-A31:01. The binding affinity (normalized) is 0.294. (7) The peptide sequence is SINISGYNF. The MHC is HLA-A24:02 with pseudo-sequence HLA-A24:02. The binding affinity (normalized) is 0.173. (8) The peptide sequence is VIIVLIVI. The MHC is H-2-Db with pseudo-sequence H-2-Db. The binding affinity (normalized) is 0.161. (9) The peptide sequence is ASDRISGIL. The MHC is HLA-A26:01 with pseudo-sequence HLA-A26:01. The binding affinity (normalized) is 0.0847.